This data is from CYP2C9 inhibition data for predicting drug metabolism from PubChem BioAssay. The task is: Regression/Classification. Given a drug SMILES string, predict its absorption, distribution, metabolism, or excretion properties. Task type varies by dataset: regression for continuous measurements (e.g., permeability, clearance, half-life) or binary classification for categorical outcomes (e.g., BBB penetration, CYP inhibition). Dataset: cyp2c9_veith. (1) The compound is Cc1cnc(CNc2cc(-c3ccc(C(=O)N(C)C)cc3)ncn2)cn1. The result is 0 (non-inhibitor). (2) The compound is COc1ccc(C(=O)N2CCC3(CCN(Cc4cc(C(F)(F)F)cc(C(F)(F)F)c4)CC3)CC2)cc1. The result is 0 (non-inhibitor). (3) The compound is COc1cccc(-c2noc(-c3cccnc3)n2)c1. The result is 1 (inhibitor). (4) The compound is COc1cc(C(=O)NCCC(=O)NCc2ccc3c(c2)OCO3)cc(OC)c1OC. The result is 0 (non-inhibitor). (5) The molecule is CCCn1nnnc1NC(=O)COc1ccc(Cl)cc1C. The result is 1 (inhibitor). (6) The molecule is Cc1cccc(CNc2cc(-c3ccccc3CN(C)C)ncn2)c1. The result is 0 (non-inhibitor). (7) The molecule is CO[C@H]1COC(=O)C/C=C\[C@H](C)[C@@H](OC)COC(=O)[C@H](Cc2ccccc2)NC(=O)C/C=C\[C@@H]1C. The result is 0 (non-inhibitor). (8) The molecule is C[C@H](NCCN(C)C)[C@@H]1CC[C@@H]2[C@H]3CCc4cc(O)ccc4[C@H]3CC[C@@]12C. The result is 0 (non-inhibitor).